This data is from Catalyst prediction with 721,799 reactions and 888 catalyst types from USPTO. The task is: Predict which catalyst facilitates the given reaction. (1) Reactant: [N:1]1[C:2]([C:10]([O:12][CH2:13][CH3:14])=[O:11])=[CH:3][N:4]2[CH:9]=[CH:8][CH:7]=[CH:6][C:5]=12.[I:15]N1C(=O)CCC1=O. Product: [I:15][C:3]1[N:4]2[CH:9]=[CH:8][CH:7]=[CH:6][C:5]2=[N:1][C:2]=1[C:10]([O:12][CH2:13][CH3:14])=[O:11]. The catalyst class is: 10. (2) Reactant: [O:1]=[C:2]1[N:6]([C:7]2[CH:8]=[C:9]3[CH2:17][CH2:16][CH2:15][CH2:14][C:13](=[O:18])[C:10]3=[N:11][CH:12]=2)[CH2:5][C@H:4]([CH2:19][NH:20][C:21](=[O:23])[CH3:22])[O:3]1.CO[CH:26](OC)[N:27]([CH3:29])[CH3:28]. Product: [CH3:26][N:27]([CH:29]=[C:14]1[C:13](=[O:18])[C:10]2=[N:11][CH:12]=[C:7]([N:6]3[CH2:5][C@H:4]([CH2:19][NH:20][C:21](=[O:23])[CH3:22])[O:3][C:2]3=[O:1])[CH:8]=[C:9]2[CH2:17][CH2:16][CH2:15]1)[CH3:28]. The catalyst class is: 259. (3) The catalyst class is: 19. Product: [OH:2][C:3]1[N:8]=[C:7]([CH2:9][CH2:10][C@H:11]2[CH2:16][CH2:15][C@H:14]([C:17]([O:19][CH3:20])=[O:18])[CH2:13][NH:12]2)[C:6]([C:21]([O:23][CH3:24])=[O:22])=[CH:5][CH:4]=1. Reactant: C[O:2][C:3]1[N:8]=[C:7]([C:9]#[C:10][C@H:11]2[CH2:16][CH2:15][C@H:14]([C:17]([O:19][CH3:20])=[O:18])[CH2:13][NH:12]2)[C:6]([C:21]([O:23][CH3:24])=[O:22])=[CH:5][CH:4]=1.Cl.